This data is from Reaction yield outcomes from USPTO patents with 853,638 reactions. The task is: Predict the reaction yield, written as a fraction of the theoretical maximum amount of product (1.0 means a 100% yield; for example, 0.34 means a 34% yield). (1) The reactants are [N:1]12[CH2:8][CH2:7][C:4]([C:9]([C:17]3[CH:22]=[CH:21][CH:20]=[CH:19][CH:18]=3)([C:11]3[CH:16]=[CH:15][CH:14]=[CH:13][CH:12]=3)[OH:10])([CH2:5][CH2:6]1)[CH2:3][CH2:2]2.[N+:23]([C:26]1[CH:27]=[C:28]([O:32][CH2:33][CH2:34][CH2:35][Br:36])[CH:29]=[CH:30][CH:31]=1)([O-:25])=[O:24]. The catalyst is CC#N. The product is [Br-:36].[OH:10][C:9]([C:17]1[CH:22]=[CH:21][CH:20]=[CH:19][CH:18]=1)([C:11]1[CH:12]=[CH:13][CH:14]=[CH:15][CH:16]=1)[C:4]12[CH2:5][CH2:6][N+:1]([CH2:35][CH2:34][CH2:33][O:32][C:28]3[CH:29]=[CH:30][CH:31]=[C:26]([N+:23]([O-:25])=[O:24])[CH:27]=3)([CH2:2][CH2:3]1)[CH2:8][CH2:7]2. The yield is 0.822. (2) The reactants are [OH:1][C:2]1([CH3:26])[CH2:7][CH2:6][N:5]([C@H:8]([C:20]2[CH:25]=[CH:24][CH:23]=[CH:22][CH:21]=2)[C:9]([O:11][C@H](C2C=CC=CC=2)C)=[O:10])[CH2:4][CH2:3]1.FC(F)(F)C(O)=O. The catalyst is ClCCl. The product is [OH:1][C:2]1([CH3:26])[CH2:3][CH2:4][N:5]([C@H:8]([C:20]2[CH:25]=[CH:24][CH:23]=[CH:22][CH:21]=2)[C:9]([OH:11])=[O:10])[CH2:6][CH2:7]1. The yield is 0.980. (3) The reactants are [CH3:1][O:2][C:3]1[C:4](OC)=[C:5]([O:9][CH3:10])[CH:6]=[CH:7][CH:8]=1.C([Li])CCC.N#N.Cl[P:21]([CH:28]1[CH2:33][CH2:32][CH2:31][CH2:30][CH2:29]1)[CH:22]1[CH2:27][CH2:26][CH2:25][CH2:24][CH2:23]1.C1C[O:37][CH2:36]C1. No catalyst specified. The product is [CH:22]1([P:21]([CH:28]2[CH2:33][CH2:32][CH2:31][CH2:30][CH2:29]2)[C:4]2[C:5]([O:9][CH3:10])=[CH:6][C:7]([O:37][CH3:36])=[CH:8][C:3]=2[O:2][CH3:1])[CH2:27][CH2:26][CH2:25][CH2:24][CH2:23]1. The yield is 0.250. (4) The yield is 0.930. The catalyst is O. The reactants are Br[CH2:2][C@@H:3]([C:5]1[CH:10]=[CH:9][C:8]([C:11]([F:14])([F:13])[F:12])=[C:7]([F:15])[CH:6]=1)[OH:4].C([O-])([O-])=O.[K+].[K+].CC(C)=O. The product is [F:15][C:7]1[CH:6]=[C:5]([C@@H:3]2[CH2:2][O:4]2)[CH:10]=[CH:9][C:8]=1[C:11]([F:14])([F:13])[F:12].